Dataset: Peptide-MHC class I binding affinity with 185,985 pairs from IEDB/IMGT. Task: Regression. Given a peptide amino acid sequence and an MHC pseudo amino acid sequence, predict their binding affinity value. This is MHC class I binding data. (1) The peptide sequence is VMYMGTLSY. The MHC is HLA-A01:01 with pseudo-sequence HLA-A01:01. The binding affinity (normalized) is 0.476. (2) The peptide sequence is DLTTKNVSI. The MHC is HLA-A68:02 with pseudo-sequence HLA-A68:02. The binding affinity (normalized) is 0.0106. (3) The peptide sequence is QQLEDIFMR. The MHC is HLA-A11:01 with pseudo-sequence HLA-A11:01. The binding affinity (normalized) is 0.121. (4) The peptide sequence is VFTGLTHIDA. The MHC is Patr-A0701 with pseudo-sequence Patr-A0701. The binding affinity (normalized) is 0. (5) The peptide sequence is ASEFSSLPSY. The MHC is HLA-A24:02 with pseudo-sequence HLA-A24:02. The binding affinity (normalized) is 0.